Task: Predict the product of the given reaction.. Dataset: Forward reaction prediction with 1.9M reactions from USPTO patents (1976-2016) (1) Given the reactants [OH:1][C:2]1[C:11]2[C:6](=[CH:7][CH:8]=[CH:9][CH:10]=2)[CH:5]=[CH:4][C:3]=1[OH:12].[CH2:13](Br)[C:14]1[CH:19]=[CH:18][CH:17]=[CH:16][CH:15]=1.C(=O)([O-])[O-].[K+].[K+].O, predict the reaction product. The product is: [CH2:13]([O:1][C:2]1[C:11]2[C:6](=[CH:7][CH:8]=[CH:9][CH:10]=2)[CH:5]=[CH:4][C:3]=1[OH:12])[C:14]1[CH:19]=[CH:18][CH:17]=[CH:16][CH:15]=1. (2) Given the reactants [C:1]1([C:7]2[CH:8]=[N:9][C:10]3[C:15]([C:16]=2[C:17]2[CH:18]=[C:19]([NH2:23])[CH:20]=[CH:21][CH:22]=2)=[CH:14][CH:13]=[CH:12][C:11]=3[C:24]([F:27])([F:26])[F:25])[CH:6]=[CH:5][CH:4]=[CH:3][CH:2]=1.[F:28][C:29]1[CH:34]=[CH:33][CH:32]=[CH:31][C:30]=1[N:35]=[C:36]=[O:37], predict the reaction product. The product is: [F:28][C:29]1[CH:34]=[CH:33][CH:32]=[CH:31][C:30]=1[NH:35][C:36]([NH:23][C:19]1[CH:20]=[CH:21][CH:22]=[C:17]([C:16]2[C:15]3[C:10](=[C:11]([C:24]([F:27])([F:25])[F:26])[CH:12]=[CH:13][CH:14]=3)[N:9]=[CH:8][C:7]=2[C:1]2[CH:2]=[CH:3][CH:4]=[CH:5][CH:6]=2)[CH:18]=1)=[O:37]. (3) Given the reactants [N:1]1([C:10](=[O:34])/[CH:11]=[CH:12]/[C@@H:13]([NH:18][C:19]([C@@H:21]2[CH2:26][CH2:25][CH2:24][CH2:23][N:22]2C(OC(C)(C)C)=O)=[O:20])[CH2:14][CH:15]([CH3:17])[CH3:16])[C:9]2[C:4](=[CH:5][CH:6]=[CH:7][CH:8]=2)[CH2:3][CH2:2]1.[ClH:35], predict the reaction product. The product is: [ClH:35].[N:1]1([C:10](=[O:34])/[CH:11]=[CH:12]/[C@@H:13]([NH:18][C:19]([C@@H:21]2[CH2:26][CH2:25][CH2:24][CH2:23][NH:22]2)=[O:20])[CH2:14][CH:15]([CH3:17])[CH3:16])[C:9]2[C:4](=[CH:5][CH:6]=[CH:7][CH:8]=2)[CH2:3][CH2:2]1. (4) Given the reactants [NH2:1][C:2]1[C:3]2[N:4]([C:8]([C@H:20]3[CH2:25][CH2:24][C@H:23]([CH2:26][NH2:27])[CH2:22][CH2:21]3)=[N:9][C:10]=2[C:11]2[NH:12][C:13]3[C:18]([CH:19]=2)=[CH:17][CH:16]=[CH:15][CH:14]=3)[CH:5]=[CH:6][N:7]=1.CCN=C=NC[CH2:34][CH2:35]N(C)C.Cl.C(N(CC)C(C)C)(C)C.CN(C=[O:53])C, predict the reaction product. The product is: [NH2:1][C:2]1[C:3]2[N:4]([C:8]([C@H:20]3[CH2:21][CH2:22][C@H:23]([CH2:26][NH:27][C:34](=[O:53])[CH3:35])[CH2:24][CH2:25]3)=[N:9][C:10]=2[C:11]2[NH:12][C:13]3[C:18]([CH:19]=2)=[CH:17][CH:16]=[CH:15][CH:14]=3)[CH:5]=[CH:6][N:7]=1. (5) Given the reactants [F:1][C:2]1[C:33]([F:34])=[C:32]([F:35])[C:31]([F:36])=[C:30]([F:37])[C:3]=1[O:4][S:5]([C:8]1[CH:9]=[C:10]2[C:15](=[CH:16][CH:17]=1)[C:14]([CH:18]1[CH2:22][CH2:21][CH2:20][N:19]1C(OC(C)(C)C)=O)=[N:13][CH:12]=[CH:11]2)(=[O:7])=[O:6].[C:38]([OH:44])([C:40]([F:43])([F:42])[F:41])=[O:39], predict the reaction product. The product is: [F:41][C:40]([F:43])([F:42])[C:38]([OH:44])=[O:39].[NH:19]1[CH2:20][CH2:21][CH2:22][CH:18]1[C:14]1[C:15]2[C:10](=[CH:9][C:8]([S:5]([O:4][C:3]3[C:2]([F:1])=[C:33]([F:34])[C:32]([F:35])=[C:31]([F:36])[C:30]=3[F:37])(=[O:6])=[O:7])=[CH:17][CH:16]=2)[CH:11]=[CH:12][N:13]=1. (6) Given the reactants [C:1]([N:8]([CH2:15][C:16]1[CH:35]=[CH:34][C:19]([C:20]([NH:22][CH2:23][CH2:24][CH2:25][CH2:26][N:27]([CH2:31][CH2:32][CH3:33])[CH2:28][CH2:29][CH3:30])=[O:21])=[CH:18][CH:17]=1)[CH2:9][C:10]1[NH:11][CH:12]=[CH:13][N:14]=1)(OC(C)(C)C)=O.C([C:38]1[S:39][CH:40]=[CH:41][N:42]=1)=O.C([BH3-])#N.[Na+].C(O)(=O)C, predict the reaction product. The product is: [CH2:28]([N:27]([CH2:31][CH2:32][CH3:33])[CH2:26][CH2:25][CH2:24][CH2:23][NH:22][C:20](=[O:21])[C:19]1[CH:18]=[CH:17][C:16]([CH2:15][N:8]([CH2:9][C:10]2[NH:11][CH:12]=[CH:13][N:14]=2)[CH2:1][C:38]2[S:39][CH:40]=[CH:41][N:42]=2)=[CH:35][CH:34]=1)[CH2:29][CH3:30]. (7) The product is: [C:1]([C:5]1[NH:9][C:8]([C:10]2[CH:15]=[CH:14][N:13]=[CH:12][CH:11]=2)=[C:7]([C:19]2[CH:18]=[CH:17][C:26]3[C:21](=[CH:22][CH:23]=[CH:24][CH:25]=3)[CH:20]=2)[N:6]=1)([CH3:4])([CH3:3])[CH3:2]. Given the reactants [C:1]([C:5]1[NH:9][C:8]([C:10]2[CH:15]=[CH:14][N:13]=[CH:12][CH:11]=2)=[C:7](I)[N:6]=1)([CH3:4])([CH3:3])[CH3:2].[C:17]1(B(O)O)[C:26]2[C:21](=[CH:22][CH:23]=[CH:24][CH:25]=2)[CH:20]=[CH:19][CH:18]=1.C([O-])(O)=O.[Na+].O, predict the reaction product. (8) The product is: [CH3:19][O:20][C:21](=[O:27])[C@@H:22]([NH:24][C:25]([N:16]1[CH2:17][CH2:18][N:13]([C:6]2[C:5]3[C:10](=[CH:11][C:2]([Cl:1])=[CH:3][CH:4]=3)[N:9]=[C:8]([NH2:12])[CH:7]=2)[CH2:14][CH2:15]1)=[O:26])[CH3:23]. Given the reactants [Cl:1][C:2]1[CH:11]=[C:10]2[C:5]([C:6]([N:13]3[CH2:18][CH2:17][NH:16][CH2:15][CH2:14]3)=[CH:7][C:8]([NH2:12])=[N:9]2)=[CH:4][CH:3]=1.[CH3:19][O:20][C:21](=[O:27])[CH:22]([N:24]=[C:25]=[O:26])[CH3:23].C(N(C(C)C)CC)(C)C, predict the reaction product. (9) Given the reactants [C:1]([NH:4][C:5](=[CH:10][C:11]1[CH:16]=[CH:15][C:14]([C:17]#[N:18])=[CH:13][C:12]=1[O:19][CH2:20][C@H:21]([NH:34]C(OC(C)(C)C)=O)[CH2:22][CH2:23][C:24]([O:26][CH2:27][C:28]1[CH:33]=[CH:32][CH:31]=[CH:30][CH:29]=1)=[O:25])[C:6]([O:8][CH3:9])=[O:7])(=[O:3])[CH3:2].[ClH:42], predict the reaction product. The product is: [ClH:42].[C:1]([NH:4][C:5](=[CH:10][C:11]1[CH:16]=[CH:15][C:14]([C:17]#[N:18])=[CH:13][C:12]=1[O:19][CH2:20][C@H:21]([NH2:34])[CH2:22][CH2:23][C:24]([O:26][CH2:27][C:28]1[CH:33]=[CH:32][CH:31]=[CH:30][CH:29]=1)=[O:25])[C:6]([O:8][CH3:9])=[O:7])(=[O:3])[CH3:2]. (10) Given the reactants [F:1][C:2]1[C:7]([NH:8][S:9]([CH2:12][CH2:13][CH3:14])(=[O:11])=[O:10])=[CH:6][CH:5]=[C:4]([F:15])[C:3]=1[NH:16][C:17](=[O:25])OC1C=CC=CC=1.[CH2:26]([O:28][C:29]1[C:37]2[C:32](=[N:33][CH:34]=[N:35][C:36]=2[NH2:38])[NH:31][N:30]=1)[CH3:27], predict the reaction product. The product is: [CH2:26]([O:28][C:29]1[C:37]2[C:32](=[N:33][CH:34]=[N:35][C:36]=2[NH:38][C:17](=[O:25])[NH:16][C:3]2[C:2]([F:1])=[C:7]([NH:8][S:9]([CH2:12][CH2:13][CH3:14])(=[O:10])=[O:11])[CH:6]=[CH:5][C:4]=2[F:15])[NH:31][N:30]=1)[CH3:27].